From a dataset of Reaction yield outcomes from USPTO patents with 853,638 reactions. Predict the reaction yield, written as a fraction of the theoretical maximum amount of product (1.0 means a 100% yield; for example, 0.34 means a 34% yield). (1) The reactants are [CH:1]([C:4]([CH:6]([CH3:8])[CH3:7])=[O:5])([CH3:3])[CH3:2].Cl[CH2:10][CH2:11][CH2:12][CH2:13][CH2:14][CH:15]1[CH2:20][CH:19]2[CH2:21][CH:16]1[CH:17]=[CH:18]2. No catalyst specified. The product is [CH:1]([C:4]([CH:6]([CH3:8])[CH3:7])([OH:5])[CH2:10][CH2:11][CH2:12][CH2:13][CH2:14][CH:15]1[CH2:20][CH:19]2[CH2:21][CH:16]1[CH:17]=[CH:18]2)([CH3:3])[CH3:2]. The yield is 0.850. (2) The reactants are [CH2:1]([O:3][C:4](=[O:24])/[CH:5]=[CH:6]/[C:7]1[CH:8]=[CH:9][CH:10]=[C:11]2[C:16]=1[N:15]([C:17]([O:19][C:20]([CH3:23])([CH3:22])[CH3:21])=[O:18])[CH2:14][CH2:13][CH2:12]2)[CH3:2].CO[CH2:27][N:28]([CH2:34][C:35]1[CH:40]=[CH:39][CH:38]=[CH:37][CH:36]=1)[CH2:29][Si](C)(C)C.FC(F)(F)C(O)=O. The catalyst is C(Cl)Cl. The product is [CH2:34]([N:28]1[CH2:29][C@@H:5]([C:4]([O:3][CH2:1][CH3:2])=[O:24])[C@H:6]([C:7]2[CH:8]=[CH:9][CH:10]=[C:11]3[C:16]=2[N:15]([C:17]([O:19][C:20]([CH3:23])([CH3:22])[CH3:21])=[O:18])[CH2:14][CH2:13][CH2:12]3)[CH2:27]1)[C:35]1[CH:40]=[CH:39][CH:38]=[CH:37][CH:36]=1. The yield is 0.830.